Dataset: Full USPTO retrosynthesis dataset with 1.9M reactions from patents (1976-2016). Task: Predict the reactants needed to synthesize the given product. (1) The reactants are: Cl[C:2]1[CH:7]=[CH:6][CH:5]=[CH:4][C:3]=1[CH3:8].[NH:9]1[CH2:14][CH2:13][O:12][CH2:11][CH2:10]1.CC(C)([O-])C.[Na+]. Given the product [C:3]1([CH3:8])[CH:4]=[CH:5][C:6]([N:9]2[CH2:14][CH2:13][O:12][CH2:11][CH2:10]2)=[CH:7][CH:2]=1, predict the reactants needed to synthesize it. (2) Given the product [CH2:19]([O:18][C:16]([C@H:15]1[C@H:14]([C:12]2[CH:11]=[N:10][N:9]([C:6]3[CH:5]=[CH:4][C:3]([C:2]([F:1])([F:21])[F:22])=[CH:8][N:7]=3)[CH:13]=2)[C@H:31]1[C:32]1[CH:37]=[CH:36][CH:35]=[CH:34][CH:33]=1)=[O:17])[CH3:20], predict the reactants needed to synthesize it. The reactants are: [F:1][C:2]([F:22])([F:21])[C:3]1[CH:4]=[CH:5][C:6]([N:9]2[CH:13]=[C:12](/[CH:14]=[CH:15]/[C:16]([O:18][CH2:19][CH3:20])=[O:17])[CH:11]=[N:10]2)=[N:7][CH:8]=1.[O-]S(C(F)(F)F)(=O)=O.[CH2:31]([S+]1CCCC1)[C:32]1[CH:37]=[CH:36][CH:35]=[CH:34][CH:33]=1.[SH3+].C1OCCOCCOCCOC1.[Li+].C[Si]([N-][Si](C)(C)C)(C)C. (3) Given the product [CH3:3][C:4]1([CH3:11])[O:8][C@H:7]([CH2:9][O:10][C:13]2[N:18]=[C:17]([NH2:19])[CH:16]=[CH:15][N:14]=2)[CH2:6][O:5]1, predict the reactants needed to synthesize it. The reactants are: [H-].[Na+].[CH3:3][C:4]1([CH3:11])[O:8][C@H:7]([CH2:9][OH:10])[CH2:6][O:5]1.Cl[C:13]1[N:18]=[C:17]([NH2:19])[CH:16]=[CH:15][N:14]=1.O. (4) Given the product [Br:1][C:2]1[S:6][C:5]([C:7]2[C:12]([CH3:13])=[CH:11][N:10]=[C:9]([S:18]([CH3:22])(=[O:20])=[O:17])[N:8]=2)=[CH:4][CH:3]=1, predict the reactants needed to synthesize it. The reactants are: [Br:1][C:2]1[S:6][C:5]([C:7]2[C:12]([CH3:13])=[CH:11][N:10]=[C:9](SC)[N:8]=2)=[CH:4][CH:3]=1.O[O:17][S:18]([O-:20])=O.[K+].[CH3:22]C(C)=O.